Predict the product of the given reaction. From a dataset of Forward reaction prediction with 1.9M reactions from USPTO patents (1976-2016). (1) Given the reactants C([O:3][C:4]([C:6]1[N:7]=[C:8]([CH3:18])[S:9][C:10]=1[NH:11][C:12]1[CH:13]=[N:14][CH:15]=[CH:16][CH:17]=1)=[O:5])C.[OH-].[K+], predict the reaction product. The product is: [CH3:18][C:8]1[S:9][C:10]([NH:11][C:12]2[CH:13]=[N:14][CH:15]=[CH:16][CH:17]=2)=[C:6]([C:4]([OH:5])=[O:3])[N:7]=1. (2) Given the reactants [CH:1]1([NH:6][C:7](=[O:21])[C:8]2[CH:13]=[CH:12][CH:11]=[C:10]([CH2:14][CH:15]3[CH2:20][CH2:19][NH:18][CH2:17][CH2:16]3)[CH:9]=2)[CH2:5][CH2:4][CH2:3][CH2:2]1.Br[CH2:23][CH2:24][O:25][C:26]1[CH:35]=[CH:34][CH:33]=[C:32]2[C:27]=1[CH:28]=[CH:29][C:30]([CH3:36])=[N:31]2, predict the reaction product. The product is: [CH:1]1([NH:6][C:7](=[O:21])[C:8]2[CH:13]=[CH:12][CH:11]=[C:10]([CH2:14][CH:15]3[CH2:20][CH2:19][N:18]([CH2:23][CH2:24][O:25][C:26]4[CH:35]=[CH:34][CH:33]=[C:32]5[C:27]=4[CH:28]=[CH:29][C:30]([CH3:36])=[N:31]5)[CH2:17][CH2:16]3)[CH:9]=2)[CH2:5][CH2:4][CH2:3][CH2:2]1.